This data is from Forward reaction prediction with 1.9M reactions from USPTO patents (1976-2016). The task is: Predict the product of the given reaction. (1) The product is: [Cl:1][C:2]1[CH:3]=[C:4]([C@@H:8]2[C@@H:13]([C:14]3[CH:15]=[CH:16][C:17]([Cl:20])=[CH:18][CH:19]=3)[N:12]([CH2:21][CH:22]3[CH2:23][CH2:24]3)[C:11](=[O:25])[C@@H:10]([CH2:26][C:27]([NH2:31])=[O:28])[CH2:9]2)[CH:5]=[CH:6][CH:7]=1. Given the reactants [Cl:1][C:2]1[CH:3]=[C:4]([C@@H:8]2[C@@H:13]([C:14]3[CH:19]=[CH:18][C:17]([Cl:20])=[CH:16][CH:15]=3)[N:12]([CH2:21][CH:22]3[CH2:24][CH2:23]3)[C:11](=[O:25])[C@@H:10]([CH2:26][C:27](OC)=[O:28])[CH2:9]2)[CH:5]=[CH:6][CH:7]=1.[NH3:31].CO.[C-]#N.[Na+], predict the reaction product. (2) Given the reactants [CH:1]([SiH:4]([CH:6]([CH3:8])[CH3:7])Cl)([CH3:3])[CH3:2].[CH2:9]([Mg]Cl)[CH:10]=[CH2:11], predict the reaction product. The product is: [CH2:11]([SiH:4]([CH:6]([CH3:8])[CH3:7])[CH:1]([CH3:3])[CH3:2])[CH:10]=[CH2:9]. (3) The product is: [CH3:6][O:5][CH:1]([O:2][CH3:3])[C:25]1[CH:26]=[CH:27][C:28]2[O:32][C:31]([C:33]([O:35][CH3:36])=[O:34])=[CH:30][C:29]=2[CH:37]=1. Given the reactants [CH:1]([O-:5])([O-])[O:2][CH3:3].[CH3:6]C1C=CC(S([O-])(=O)=O)=CC=1.C1C=C[NH+]=CC=1.C([C:25]1[CH:26]=[CH:27][C:28]2[O:32][C:31]([C:33]([O:35][CH3:36])=[O:34])=[CH:30][C:29]=2[CH:37]=1)=O, predict the reaction product. (4) Given the reactants [CH3:1][O:2][C:3](=[O:15])[CH2:4][C:5]1[C:13]2[C:8](=[N:9][CH:10]=[CH:11][CH:12]=2)[NH:7][C:6]=1[CH3:14].[Cl:16][C:17]1[CH:22]=[CH:21][C:20](I)=[CH:19][CH:18]=1.C1(N)CCCCC1N.P([O-])([O-])([O-])=O.[K+].[K+].[K+], predict the reaction product. The product is: [CH3:1][O:2][C:3](=[O:15])[CH2:4][C:5]1[C:13]2[C:8](=[N:9][CH:10]=[CH:11][CH:12]=2)[N:7]([C:20]2[CH:21]=[CH:22][C:17]([Cl:16])=[CH:18][CH:19]=2)[C:6]=1[CH3:14].